Dataset: Drug-target binding data from BindingDB using IC50 measurements. Task: Regression. Given a target protein amino acid sequence and a drug SMILES string, predict the binding affinity score between them. We predict pIC50 (pIC50 = -log10(IC50 in M); higher means more potent). Dataset: bindingdb_ic50. The pIC50 is 5.5. The compound is O=C(Nc1ccc(Cl)c(Cl)c1)Nc1ncc([N+](=O)[O-])s1. The target protein (P61431) has sequence MINKDIYQALQQLIPNEKIKVDEPLKRYTYTKTGGNADFYITPTKNEEVQAVVKYAYQNEIPVTYLGNGSNIIIREGGIRGIVISLLSLDHIEVSDDAIIAGSGAAIIDVSRVARDYALTGLEFACGIPGSIGGAVYMNAGAYGGEVKDCIDYALCVNEQGSLIKLTTKELELDYRNSIIQKEHLVVLEAAFTLAPGKMTEIQAKMDDLTERRESKQPLEYPSCGSVFQRPPGHFAGKLIQDSNLQGHRIGGVEVSTKHAGFMVNVDNGTATDYENLIHYVQKTVKEKFGIELNREVRIIGEHPKES.